From a dataset of Catalyst prediction with 721,799 reactions and 888 catalyst types from USPTO. Predict which catalyst facilitates the given reaction. (1) Reactant: C1C=CC2N(O)N=NC=2C=1.CCN(C(C)C)C(C)C.[C:20]1([C:33]2[CH:38]=[CH:37][CH:36]=[CH:35][CH:34]=2)[CH:25]=[CH:24][C:23]([NH:26][C:27](=[O:32])[CH2:28][C:29]([OH:31])=O)=[CH:22][CH:21]=1.CCN=C=NCCCN(C)C.Cl.[C:51]([O:55][C:56]([N:58]1[CH2:63][CH2:62][NH:61][CH2:60][CH2:59]1)=[O:57])([CH3:54])([CH3:53])[CH3:52]. Product: [C:51]([O:55][C:56]([N:58]1[CH2:63][CH2:62][N:61]([C:29](=[O:31])[CH2:28][C:27](=[O:32])[NH:26][C:23]2[CH:22]=[CH:21][C:20]([C:33]3[CH:38]=[CH:37][CH:36]=[CH:35][CH:34]=3)=[CH:25][CH:24]=2)[CH2:60][CH2:59]1)=[O:57])([CH3:54])([CH3:52])[CH3:53]. The catalyst class is: 18. (2) Reactant: [NH2:1][CH2:2][CH:3]([NH:12][S:13]([C:16]1[CH:22]=[CH:21][C:19]([CH3:20])=[CH:18][CH:17]=1)(=[O:15])=[O:14])[CH2:4][C:5]1([OH:11])[CH2:10][CH2:9][CH2:8][CH2:7][CH2:6]1.C([O-])([O-])=O.[K+].[K+].[CH3:29][C:30]([O:33][C:34](O[C:34]([O:33][C:30]([CH3:32])([CH3:31])[CH3:29])=[O:35])=[O:35])([CH3:32])[CH3:31]. Product: [OH:11][C:5]1([CH2:4][CH:3]([NH:12][S:13]([C:16]2[CH:22]=[CH:21][C:19]([CH3:20])=[CH:18][CH:17]=2)(=[O:15])=[O:14])[CH2:2][NH:1][C:34](=[O:35])[O:33][C:30]([CH3:32])([CH3:31])[CH3:29])[CH2:10][CH2:9][CH2:8][CH2:7][CH2:6]1. The catalyst class is: 20. (3) Reactant: [O:1]1[C:10]2[C:5](=[CH:6][CH:7]=[CH:8][CH:9]=2)[CH2:4][CH:3]([NH:11][C:12]([C:14]2[CH:36]=[CH:35][C:17]([O:18][C:19]3[CH:28]=[C:27]4[C:22]([CH:23]([C:29]([O:31]C)=[O:30])[CH2:24][CH2:25][O:26]4)=[CH:21][C:20]=3[C:33]#[N:34])=[CH:16][CH:15]=2)=[O:13])[CH2:2]1.O[Li].O.O1CCOCC1.Cl. Product: [O:1]1[C:10]2[C:5](=[CH:6][CH:7]=[CH:8][CH:9]=2)[CH2:4][CH:3]([NH:11][C:12]([C:14]2[CH:15]=[CH:16][C:17]([O:18][C:19]3[CH:28]=[C:27]4[C:22]([CH:23]([C:29]([OH:31])=[O:30])[CH2:24][CH2:25][O:26]4)=[CH:21][C:20]=3[C:33]#[N:34])=[CH:35][CH:36]=2)=[O:13])[CH2:2]1. The catalyst class is: 1.